From a dataset of Catalyst prediction with 721,799 reactions and 888 catalyst types from USPTO. Predict which catalyst facilitates the given reaction. (1) Reactant: [CH3:1][C:2]1[CH:7]=[CH:6][C:5]([CH:8]([OH:13])[CH2:9][N+:10]([O-])=O)=[CH:4][CH:3]=1. Product: [NH2:10][CH2:9][CH:8]([C:5]1[CH:6]=[CH:7][C:2]([CH3:1])=[CH:3][CH:4]=1)[OH:13]. The catalyst class is: 50. (2) Reactant: C[C:2]([CH3:5])([O-])[CH3:3].[K+].[CH2:7]1[CH2:11][O:10][CH2:9][CH2:8]1.F[C:13]1[CH:14]=[C:15]([Br:22])[CH:16]=[C:17]([CH:19]([F:21])[F:20])[CH:18]=1.[C:23]([O-])(O)=[O:24].[Na+]. Product: [Br:22][C:15]1[CH:14]=[C:13]([O:24][CH2:23][C:3]2[CH:8]=[CH:7][C:11]([O:10][CH3:9])=[CH:5][CH:2]=2)[CH:18]=[C:17]([CH:19]([F:21])[F:20])[CH:16]=1. The catalyst class is: 93. (3) Reactant: [CH3:1][C@@H:2]1[CH2:6][C:5]2[C:7]([CH:32]3[CH2:37][CH2:36][NH:35][CH2:34][CH2:33]3)=[C:8]([CH3:31])[CH:9]=[C:10]([NH:11][C:12]3[N:17]=[C:16]([NH:18][C:19]4[CH:24]=[CH:23][CH:22]=[CH:21][C:20]=4[S:25]([CH:28]([CH3:30])[CH3:29])(=[O:27])=[O:26])[N:15]=[CH:14][N:13]=3)[C:4]=2[O:3]1.[C:38]([O:42][C:43]([NH:45][C@H:46]([C:48](O)=[O:49])[CH3:47])=[O:44])([CH3:41])([CH3:40])[CH3:39].CCN=C=NCCCN(C)C. Product: [CH:28]([S:25]([C:20]1[CH:21]=[CH:22][CH:23]=[CH:24][C:19]=1[NH:18][C:16]1[N:15]=[CH:14][N:13]=[C:12]([NH:11][C:10]2[C:4]3[O:3][C@H:2]([CH3:1])[CH2:6][C:5]=3[C:7]([CH:32]3[CH2:33][CH2:34][N:35]([C:48](=[O:49])[C@@H:46]([NH:45][C:43](=[O:44])[O:42][C:38]([CH3:40])([CH3:39])[CH3:41])[CH3:47])[CH2:36][CH2:37]3)=[C:8]([CH3:31])[CH:9]=2)[N:17]=1)(=[O:27])=[O:26])([CH3:29])[CH3:30]. The catalyst class is: 3. (4) Reactant: [Cl:1][C:2]1[C:11]2[C:6](=[CH:7][CH:8]=[CH:9][CH:10]=2)[C:5]([Cl:12])=[C:4]([C:13]2[CH:18]=[CH:17][C:16]([O:19][CH3:20])=[CH:15][CH:14]=2)[N:3]=1.C(=O)([O-])[O-].[K+].[K+].[CH2:27]([N:29]1[CH2:34][CH2:33][NH:32][CH2:31][CH2:30]1)[CH3:28].CN(C)C=O. Product: [ClH:1].[ClH:1].[Cl:12][C:5]1[C:6]2[C:11](=[CH:10][CH:9]=[CH:8][CH:7]=2)[C:2]([N:32]2[CH2:33][CH2:34][N:29]([CH2:27][CH3:28])[CH2:30][CH2:31]2)=[N:3][C:4]=1[C:13]1[CH:18]=[CH:17][C:16]([O:19][CH3:20])=[CH:15][CH:14]=1. The catalyst class is: 6. (5) Reactant: C([O:4][C@@:5]1([CH2:45][CH3:46])[C:42]2[CH:41]=[C:40]3[N:11]([CH2:12][C:13]4[C:14]3=[N:15][C:16]3[C:17]5[C:18]=4[N:19]([CH2:35][CH2:36][CH2:37][CH2:38][CH3:39])[C:20]([CH2:26][NH:27][C:28]([O:30][C:31]([CH3:34])([CH3:33])[CH3:32])=[O:29])=[N:21][C:22]=5[CH:23]=[CH:24][CH:25]=3)[C:10](=[O:43])[C:9]=2[CH2:8][O:7][C:6]1=[O:44])(=O)C.NN.Cl. Product: [C:31]([O:30][C:28]([NH:27][CH2:26][C:20]1[N:19]([CH2:35][CH2:36][CH2:37][CH2:38][CH3:39])[C:18]2=[C:13]3[CH2:12][N:11]4[C:40](=[CH:41][C:42]5[C@:5]([CH2:45][CH3:46])([OH:4])[C:6](=[O:44])[O:7][CH2:8][C:9]=5[C:10]4=[O:43])[C:14]3=[N:15][C:16]3[C:17]2=[C:22]([CH:23]=[CH:24][CH:25]=3)[N:21]=1)=[O:29])([CH3:32])([CH3:33])[CH3:34]. The catalyst class is: 5. (6) Reactant: [NH2:1][C:2]1[CH:7]=[CH:6][N:5]([C@H:8]2[C@H:12]([O:13][Si:14]([C:27]([CH3:30])([CH3:29])[CH3:28])([C:21]3[CH:26]=[CH:25][CH:24]=[CH:23][CH:22]=3)[C:15]3[CH:20]=[CH:19][CH:18]=[CH:17][CH:16]=3)[C@H:11]([F:31])[C@@:10]([N:34]=[N+:35]=[N-:36])([CH2:32][OH:33])[O:9]2)[C:4](=[O:37])[N:3]=1.C([Mg]Cl)(C)(C)C.Cl[C:45]1[CH:54]=[CH:53][C:52]2[C:47](=[CH:48][CH:49]=[CH:50][CH:51]=2)[C:46]=1[O:55][P:56](=[N:58][C@@H:59]([CH3:66])[C:60]([O:62][CH:63]([CH3:65])[CH3:64])=[O:61])=[O:57].CO. Product: [CH:63]([O:62][C:60](=[O:61])[C@@H:59]([N:58]=[P:56]([O:55][C:46]1[C:47]2[C:52](=[CH:51][CH:50]=[CH:49][CH:48]=2)[CH:53]=[CH:54][C:45]=1[O:33][CH2:32][C@:10]1([N:34]=[N+:35]=[N-:36])[C@@H:11]([F:31])[C@@H:12]([O:13][Si:14]([C:27]([CH3:30])([CH3:28])[CH3:29])([C:21]2[CH:26]=[CH:25][CH:24]=[CH:23][CH:22]=2)[C:15]2[CH:20]=[CH:19][CH:18]=[CH:17][CH:16]=2)[C@H:8]([N:5]2[CH:6]=[CH:7][C:2]([NH2:1])=[N:3][C:4]2=[O:37])[O:9]1)=[O:57])[CH3:66])([CH3:64])[CH3:65]. The catalyst class is: 1. (7) Reactant: [CH3:1][N:2]([CH2:4][C:5]1[CH:6]=[C:7]([C:11]2[S:19][C:18]3[C:13](=[N:14][CH:15]=[CH:16][C:17]=3[O:20][C:21]3[CH:27]=[CH:26][C:24]([NH2:25])=[CH:23][C:22]=3[F:28])[CH:12]=2)[CH:8]=[CH:9][CH:10]=1)[CH3:3].[CH3:29][O:30][C:31]1[CH:36]=[CH:35][CH:34]=[CH:33][C:32]=1[NH:37][C:38](=[O:43])[CH2:39][C:40](O)=[O:41].ON1C2C=CC=CC=2N=N1.CCN=C=NCCCN(C)C.Cl. Product: [CH3:3][N:2]([CH2:4][C:5]1[CH:6]=[C:7]([C:11]2[S:19][C:18]3[C:13](=[N:14][CH:15]=[CH:16][C:17]=3[O:20][C:21]3[CH:27]=[CH:26][C:24]([NH:25][C:40](=[O:41])[CH2:39][C:38]([NH:37][C:32]4[CH:33]=[CH:34][CH:35]=[CH:36][C:31]=4[O:30][CH3:29])=[O:43])=[CH:23][C:22]=3[F:28])[CH:12]=2)[CH:8]=[CH:9][CH:10]=1)[CH3:1]. The catalyst class is: 9. (8) Product: [CH3:3][O:4][C:5]1[CH:6]=[C:7]([CH2:13][CH2:14][N:15]([CH3:38])[C:16](=[O:37])[CH2:17][CH2:18][C:19]2[CH:20]=[CH:21][C:22]([O:23][CH2:24][C:25]3[CH:34]=[CH:33][CH:32]=[CH:31][C:26]=3[C:27]([OH:29])=[O:28])=[CH:35][CH:36]=2)[CH:8]=[CH:9][C:10]=1[O:11][CH3:12]. The catalyst class is: 90. Reactant: [OH-].[Li+].[CH3:3][O:4][C:5]1[CH:6]=[C:7]([CH2:13][CH2:14][N:15]([CH3:38])[C:16](=[O:37])[CH2:17][CH2:18][C:19]2[CH:36]=[CH:35][C:22]([O:23][CH2:24][C:25]3[CH:34]=[CH:33][CH:32]=[CH:31][C:26]=3[C:27]([O:29]C)=[O:28])=[CH:21][CH:20]=2)[CH:8]=[CH:9][C:10]=1[O:11][CH3:12].